Dataset: Forward reaction prediction with 1.9M reactions from USPTO patents (1976-2016). Task: Predict the product of the given reaction. (1) Given the reactants [CH2:1]([O:8][C@H:9]1[CH2:14][CH2:13][CH2:12][CH2:11][C@@H:10]1[N:15]1[C:19]([C:20]2[CH:25]=[CH:24][CH:23]=[CH:22][CH:21]=2)=[C:18]([C:26]([O:28]C)=[O:27])[N:17]=[CH:16]1)[C:2]1[CH:7]=[CH:6][CH:5]=[CH:4][CH:3]=1.[OH-].[Na+], predict the reaction product. The product is: [CH2:1]([O:8][C@H:9]1[CH2:14][CH2:13][CH2:12][CH2:11][C@@H:10]1[N:15]1[C:19]([C:20]2[CH:25]=[CH:24][CH:23]=[CH:22][CH:21]=2)=[C:18]([C:26]([OH:28])=[O:27])[N:17]=[CH:16]1)[C:2]1[CH:3]=[CH:4][CH:5]=[CH:6][CH:7]=1. (2) Given the reactants [BH4-].[Li+].[CH3:3][C:4]([CH3:48])([CH2:46][CH3:47])[CH2:5][C:6]1[N:7]=[C:8]([CH2:30][C:31]([C:33]2[CH:38]=[CH:37][C:36]([C:39]3[CH:44]=[CH:43][C:42]([F:45])=[CH:41][N:40]=3)=[CH:35][CH:34]=2)=[O:32])[N:9]([C:11]([C:24]2[CH:29]=[CH:28][CH:27]=[CH:26][CH:25]=2)([C:18]2[CH:23]=[CH:22][CH:21]=[CH:20][CH:19]=2)[C:12]2[CH:17]=[CH:16][CH:15]=[CH:14][CH:13]=2)[CH:10]=1, predict the reaction product. The product is: [CH3:3][C:4]([CH3:48])([CH2:46][CH3:47])[CH2:5][C:6]1[N:7]=[C:8]([CH2:30][CH:31]([C:33]2[CH:34]=[CH:35][C:36]([C:39]3[CH:44]=[CH:43][C:42]([F:45])=[CH:41][N:40]=3)=[CH:37][CH:38]=2)[OH:32])[N:9]([C:11]([C:24]2[CH:29]=[CH:28][CH:27]=[CH:26][CH:25]=2)([C:12]2[CH:17]=[CH:16][CH:15]=[CH:14][CH:13]=2)[C:18]2[CH:19]=[CH:20][CH:21]=[CH:22][CH:23]=2)[CH:10]=1. (3) Given the reactants Br[C:2]1[CH:3]=[C:4]([S:8]([NH:11][C:12]2[CH:21]=[CH:20][C:15]([C:16]([O:18][CH3:19])=[O:17])=[C:14]([OH:22])[CH:13]=2)(=[O:10])=[O:9])[S:5][C:6]=1[Cl:7].CC1(C)C(C)(C)OB([C:31]2[CH:36]=[CH:35][CH:34]=[CH:33][C:32]=2[OH:37])O1.CCN(C(C)C)C(C)C.C(Cl)Cl, predict the reaction product. The product is: [Cl:7][C:6]1[S:5][C:4]([S:8]([NH:11][C:12]2[CH:21]=[CH:20][C:15]([C:16]([O:18][CH3:19])=[O:17])=[C:14]([OH:22])[CH:13]=2)(=[O:10])=[O:9])=[CH:3][C:2]=1[C:31]1[CH:36]=[CH:35][CH:34]=[CH:33][C:32]=1[OH:37]. (4) The product is: [Cl:26][C:23]1[CH:24]=[CH:25][C:20]([C:18]([NH:17][CH:13]([CH2:12][C:7]2[C:5]3[C:4](=[CH:3][CH:2]=[CH:1][CH:6]=3)[NH:11][C:9](=[O:10])[CH:8]=2)[C:14]([O:16][CH3:27])=[O:15])=[O:19])=[CH:21][CH:22]=1. Given the reactants [CH:1]1[CH:2]=[CH:3][C:4]2[NH:11][C:9](=[O:10])[CH:8]=[C:7]([CH2:12][CH:13]([NH:17][C:18]([C:20]3[CH:21]=[CH:22][C:23]([Cl:26])=[CH:24][CH:25]=3)=[O:19])[C:14]([OH:16])=[O:15])[C:5]=2[CH:6]=1.[CH3:27]I, predict the reaction product. (5) Given the reactants [OH:1][C:2]12[CH2:11][CH:6]3[CH2:7][CH:8]([CH2:10][C:4]([CH:12]([OH:15])[CH2:13][CH3:14])([CH2:5]3)[CH2:3]1)[CH2:9]2.[C:16](Cl)(=[O:19])[CH:17]=[CH2:18].C(N(CC)CC)C, predict the reaction product. The product is: [OH:1][C:2]12[CH2:11][CH:6]3[CH2:7][CH:8]([CH2:10][C:4]([CH:12]([O:15][C:16](=[O:19])[CH:17]=[CH2:18])[CH2:13][CH3:14])([CH2:5]3)[CH2:3]1)[CH2:9]2. (6) Given the reactants [CH3:1][O:2][C:3]1[CH:11]=[C:10]2[C:6]([C:7]([C:12]([NH:14][C:15]3[CH:20]=[CH:19][C:18](B4OC(C)(C)C(C)(C)O4)=[CH:17][C:16]=3[O:30][CH3:31])=[O:13])=[N:8][NH:9]2)=[CH:5][CH:4]=1.Br[C:33]1[N:34]=[C:35]([C@H:43]2[CH2:48][CH2:47][C@H:46]([N:49]3[CH2:54][CH2:53][N:52]([CH3:55])[CH2:51][CH2:50]3)[CH2:45][CH2:44]2)[N:36]2[CH:41]=[CH:40][N:39]=[C:38]([CH3:42])[C:37]=12, predict the reaction product. The product is: [CH3:1][O:2][C:3]1[CH:11]=[C:10]2[C:6]([C:7]([C:12]([NH:14][C:15]3[CH:20]=[CH:19][C:18]([C:33]4[N:34]=[C:35]([C@H:43]5[CH2:44][CH2:45][C@H:46]([N:49]6[CH2:50][CH2:51][N:52]([CH3:55])[CH2:53][CH2:54]6)[CH2:47][CH2:48]5)[N:36]5[CH:41]=[CH:40][N:39]=[C:38]([CH3:42])[C:37]=45)=[CH:17][C:16]=3[O:30][CH3:31])=[O:13])=[N:8][NH:9]2)=[CH:5][CH:4]=1. (7) Given the reactants Cl[C:2]1[C:3]2[S:23](=[O:24])[CH2:22][CH2:21][C:4]=2[N:5]=[C:6]([N:8]2[CH2:13][CH2:12][N:11]([C:14]3[CH:19]=[CH:18][C:17]([Cl:20])=[CH:16][CH:15]=3)[CH2:10][CH2:9]2)[N:7]=1.[Cl:25][C:26]1[CH:27]=[CH:28][C:29]2[N:33]=[C:32]([C@@H:34]([NH2:38])[CH2:35][O:36][CH3:37])[NH:31][C:30]=2[CH:39]=1.C(N(C(C)C)CC)(C)C.O, predict the reaction product. The product is: [Cl:25][C:26]1[CH:27]=[CH:28][C:29]2[N:33]=[C:32]([C@@H:34]([NH:38][C:2]3[C:3]4[S:23](=[O:24])[CH2:22][CH2:21][C:4]=4[N:5]=[C:6]([N:8]4[CH2:9][CH2:10][N:11]([C:14]5[CH:19]=[CH:18][C:17]([Cl:20])=[CH:16][CH:15]=5)[CH2:12][CH2:13]4)[N:7]=3)[CH2:35][O:36][CH3:37])[NH:31][C:30]=2[CH:39]=1.